Dataset: Catalyst prediction with 721,799 reactions and 888 catalyst types from USPTO. Task: Predict which catalyst facilitates the given reaction. (1) Reactant: [CH2:1]([N:8]1[CH2:12][C@@H:11]([C:13]2[CH:18]=[CH:17][CH:16]=[CH:15][C:14]=2Br)[C@H:10]([C:20]2[CH:25]=[C:24]([Cl:26])[CH:23]=[CH:22]C=2O)[CH2:9]1)[C:2]1[CH:7]=[CH:6][CH:5]=[CH:4][CH:3]=1.[C:28](=[O:31])([O-])[O-].[Cs+].[Cs+].CN(C)CC(O)=O. Product: [Cl:26][C:24]1[CH:23]=[CH:22][C:28]2[O:31][C:18]3[CH:17]=[CH:16][CH:15]=[CH:14][C:13]=3[C@H:11]3[CH2:12][N:8]([CH2:1][C:2]4[CH:3]=[CH:4][CH:5]=[CH:6][CH:7]=4)[CH2:9][C@@H:10]3[C:20]=2[CH:25]=1. The catalyst class is: 185. (2) Reactant: [Cl:1][C:2]1[CH:7]=[CH:6][C:5]([C:8]([C:11]2[N:15]([C:16]3[CH:21]=[CH:20][C:19]([F:22])=[CH:18][CH:17]=3)[C:14]([S:23][CH2:24][C:25]3[C:30]([F:31])=[CH:29][C:28]([S:32]([OH:35])(=O)=[O:33])=[CH:27][C:26]=3[F:36])=[N:13][CH:12]=2)([CH3:10])[CH3:9])=[CH:4][C:3]=1[O:37][CH3:38].S(Cl)(Cl)=O.Cl.[Cl-].[NH2:45][C@H:46]([C:54]([O:56][CH3:57])=[O:55])[CH2:47][CH2:48][CH2:49][N+:50]([CH3:53])([CH3:52])[CH3:51].C([O-])([O-])=O.[Na+].[Na+]. Product: [Cl-:1].[Cl:1][C:2]1[CH:7]=[CH:6][C:5]([C:8]([C:11]2[N:15]([C:16]3[CH:21]=[CH:20][C:19]([F:22])=[CH:18][CH:17]=3)[C:14]([S:23][CH2:24][C:25]3[C:30]([F:31])=[CH:29][C:28]([S:32]([NH:45][C@H:46]([C:54]([O:56][CH3:57])=[O:55])[CH2:47][CH2:48][CH2:49][N+:50]([CH3:52])([CH3:51])[CH3:53])(=[O:33])=[O:35])=[CH:27][C:26]=3[F:36])=[N:13][CH:12]=2)([CH3:10])[CH3:9])=[CH:4][C:3]=1[O:37][CH3:38]. The catalyst class is: 59.